This data is from Forward reaction prediction with 1.9M reactions from USPTO patents (1976-2016). The task is: Predict the product of the given reaction. (1) The product is: [CH3:4][C:3]1[N:5]=[C:6]([C:7]2[CH:12]=[CH:11][N:10]=[C:9]([CH3:13])[CH:8]=2)[S:17][C:2]=1[NH2:1]. Given the reactants [NH2:1][C:2](=O)[CH:3]([NH:5][C:6](=O)[C:7]1[CH:12]=[CH:11][N:10]=[C:9]([CH3:13])[CH:8]=1)[CH3:4].P12(SP3(SP(SP(S3)(S1)=S)(=S)S2)=S)=[S:17], predict the reaction product. (2) Given the reactants [N:1]1[CH:6]=[CH:5][C:4]([N:7]=[C:8]([NH2:24])[C:9]2[CH:14]=[CH:13][C:12]([N:15]3[C:19]4=[N:20][CH:21]=[CH:22][CH:23]=[C:18]4[CH:17]=[CH:16]3)=[CH:11][CH:10]=2)=[CH:3][CH:2]=1.Br[CH2:26][C:27]([C:29]1[S:30][CH:31]=[CH:32][N:33]=1)=O, predict the reaction product. The product is: [N:1]1[CH:6]=[CH:5][C:4]([N:7]2[CH:26]=[C:27]([C:29]3[S:30][CH:31]=[CH:32][N:33]=3)[N:24]=[C:8]2[C:9]2[CH:10]=[CH:11][C:12]([N:15]3[C:19]4=[N:20][CH:21]=[CH:22][CH:23]=[C:18]4[CH:17]=[CH:16]3)=[CH:13][CH:14]=2)=[CH:3][CH:2]=1. (3) Given the reactants C(Cl)(=O)C(Cl)=O.[CH3:7][O:8][CH2:9][C:10]1[C:14]([C:15]([OH:17])=O)=[CH:13][O:12][N:11]=1.COCC1C=C(C(O)=O)ON=1.[F:29][C:30]([F:47])([F:46])[O:31][C:32]1[CH:37]=[CH:36][CH:35]=[CH:34][C:33]=1[C:38]1[C:39]([NH2:45])=[N:40][C:41]([NH2:44])=[CH:42][N:43]=1.N1C(C)=CC=CC=1C, predict the reaction product. The product is: [NH2:45][C:39]1[N:40]=[C:41]([NH:44][C:15]([C:14]2[C:10]([CH2:9][O:8][CH3:7])=[N:11][O:12][CH:13]=2)=[O:17])[CH:42]=[N:43][C:38]=1[C:33]1[CH:34]=[CH:35][CH:36]=[CH:37][C:32]=1[O:31][C:30]([F:47])([F:46])[F:29]. (4) Given the reactants Cl.Cl.[F:3][C:4]1[CH:5]=[CH:6][C:7]2[N:11]=[C:10]([C@@H:12]([NH2:14])[CH3:13])[N:9]([C:15]3[CH:20]=[CH:19][CH:18]=[CH:17][CH:16]=3)[C:8]=2[CH:21]=1.Cl[C:23]1[C:28]([C:29]#[N:30])=[C:27]([CH3:31])[N:26]=[CH:25][CH:24]=1.C(N(C(C)C)CC)(C)C, predict the reaction product. The product is: [F:3][C:4]1[CH:5]=[CH:6][C:7]2[N:11]=[C:10]([C@@H:12]([NH:14][C:23]3[C:28]([C:29]#[N:30])=[C:27]([CH3:31])[N:26]=[CH:25][CH:24]=3)[CH3:13])[N:9]([C:15]3[CH:16]=[CH:17][CH:18]=[CH:19][CH:20]=3)[C:8]=2[CH:21]=1. (5) Given the reactants [Br:1][C:2]1[CH:7]=[C:6]([N+:8]([O-])=O)[CH:5]=[CH:4][C:3]=1[C:11]([CH3:19])([CH3:18])[CH2:12][CH2:13][NH:14][C:15](=[O:17])[CH3:16], predict the reaction product. The product is: [NH2:8][C:6]1[CH:5]=[CH:4][C:3]([C:11]([CH3:19])([CH3:18])[CH2:12][CH2:13][NH:14][C:15](=[O:17])[CH3:16])=[C:2]([Br:1])[CH:7]=1. (6) Given the reactants C(O[C:6]([N:8]1[CH2:13][CH2:12][NH:11][CH2:10][CH2:9]1)=O)(C)(C)C.C(N(CC)CC)C.BrC[C:23]([O:25][CH2:26][CH3:27])=[O:24].[ClH:28].C(O)C, predict the reaction product. The product is: [ClH:28].[N:8]1([CH2:6][C:23]([O:25][CH2:26][CH3:27])=[O:24])[CH2:9][CH2:10][NH:11][CH2:12][CH2:13]1. (7) Given the reactants Br[C:2]1[CH:3]=[N:4][CH:5]=[C:6]2[C:11]=1[N:10]=[C:9]([C:12]([NH:14][CH2:15][C:16]([CH3:19])([CH3:18])[CH3:17])=[O:13])[CH:8]=[CH:7]2.[F:20][C:21]1[CH:22]=[C:23](B(O)O)[CH:24]=[CH:25][CH:26]=1.C(=O)([O-])[O-].[Cs+].[Cs+], predict the reaction product. The product is: [F:20][C:21]1[CH:26]=[C:25]([C:2]2[CH:3]=[N:4][CH:5]=[C:6]3[C:11]=2[N:10]=[C:9]([C:12]([NH:14][CH2:15][C:16]([CH3:19])([CH3:18])[CH3:17])=[O:13])[CH:8]=[CH:7]3)[CH:24]=[CH:23][CH:22]=1. (8) Given the reactants [ClH:1].C[N:3]1C(C)=C(C)C(=O)[C:5](OCC2C=CC=CC=2)=[C:4]1OC.[CH3:22][O:23][CH2:24][C:25]1O[C:27]([CH3:40])=[CH:28][C:29](=[O:39])[C:30]=1[O:31][CH2:32][C:33]1[CH:38]=[CH:37][CH:36]=[CH:35][CH:34]=1.C(N)C, predict the reaction product. The product is: [ClH:1].[CH2:4]([N:3]1[C:27]([CH3:40])=[CH:28][C:29](=[O:39])[C:30]([O:31][CH2:32][C:33]2[CH:34]=[CH:35][CH:36]=[CH:37][CH:38]=2)=[C:25]1[CH2:24][O:23][CH3:22])[CH3:5].